From a dataset of Full USPTO retrosynthesis dataset with 1.9M reactions from patents (1976-2016). Predict the reactants needed to synthesize the given product. (1) The reactants are: Br[C:2]1([C:6]([O:8][CH2:9][CH3:10])=[O:7])[CH2:5][CH2:4][CH2:3]1.CN(C=O)C.[C:16]([C:18]1[C:27]2[C:22](=[CH:23][CH:24]=[CH:25][CH:26]=2)[C:21]([S-:28])=[CH:20][CH:19]=1)#[N:17]. Given the product [C:16]([C:18]1[C:27]2[C:22](=[CH:23][CH:24]=[CH:25][CH:26]=2)[C:21]([S:28][C:2]2([C:6]([O:8][CH2:9][CH3:10])=[O:7])[CH2:5][CH2:4][CH2:3]2)=[CH:20][CH:19]=1)#[N:17], predict the reactants needed to synthesize it. (2) Given the product [Cl:15][C:7]1[C:8]([O:10][CH3:11])=[CH:9][C:2]([F:1])=[C:3]([CH:6]=1)[CH:4]=[O:5], predict the reactants needed to synthesize it. The reactants are: [F:1][C:2]1[CH:9]=[C:8]([O:10][CH3:11])[CH:7]=[CH:6][C:3]=1[CH:4]=[O:5].S(Cl)([Cl:15])(=O)=O. (3) Given the product [CH3:23][C:24]1[O:28][C:27]([C:29]2[CH:34]=[CH:33][CH:32]=[CH:31][CH:30]=2)=[N:26][C:25]=1[C:35]([NH:18][C:17]1[CH:19]=[CH:20][CH:21]=[CH:22][C:16]=1[C:14]1[S:13][C:10]2[C:9]([N:15]=1)=[CH:8][C:7]([CH2:6][N:1]1[CH2:2][CH2:3][CH2:4][CH2:5]1)=[CH:12][N:11]=2)=[O:36], predict the reactants needed to synthesize it. The reactants are: [N:1]1([CH2:6][C:7]2[CH:8]=[C:9]3[N:15]=[C:14]([C:16]4[CH:22]=[CH:21][CH:20]=[CH:19][C:17]=4[NH2:18])[S:13][C:10]3=[N:11][CH:12]=2)[CH2:5][CH2:4][CH2:3][CH2:2]1.[CH3:23][C:24]1[O:28][C:27]([C:29]2[CH:34]=[CH:33][CH:32]=[CH:31][CH:30]=2)=[N:26][C:25]=1[C:35](O)=[O:36]. (4) Given the product [F:34][C:2]([F:1])([F:33])[C:3]1[CH:28]=[C:27]([C:29]([F:30])([F:32])[F:31])[CH:26]=[CH:25][C:4]=1[CH2:5][N:6]1[C:14]2[C:9](=[CH:10][C:11]([CH:15]=[C:16]3[S:20][C:19]([N:43]4[CH2:42][CH2:41][NH:40][C@@H:39]([C:37]([NH:36][CH3:35])=[O:38])[CH2:44]4)=[N:18][C:17]3=[O:24])=[CH:12][CH:13]=2)[CH:8]=[N:7]1, predict the reactants needed to synthesize it. The reactants are: [F:1][C:2]([F:34])([F:33])[C:3]1[CH:28]=[C:27]([C:29]([F:32])([F:31])[F:30])[CH:26]=[CH:25][C:4]=1[CH2:5][N:6]1[C:14]2[C:9](=[CH:10][C:11]([CH:15]=[C:16]3[S:20][C:19](SCC)=[N:18][C:17]3=[O:24])=[CH:12][CH:13]=2)[CH:8]=[N:7]1.[CH3:35][NH:36][C:37]([C@H:39]1[CH2:44][NH:43][CH2:42][CH2:41][NH:40]1)=[O:38]. (5) Given the product [Cl:1][C:2]1[CH:3]=[C:4]([C:8]#[C:9][CH:10]=[N:13][OH:14])[CH:5]=[CH:6][CH:7]=1, predict the reactants needed to synthesize it. The reactants are: [Cl:1][C:2]1[CH:3]=[C:4]([C:8]#[C:9][CH:10]=O)[CH:5]=[CH:6][CH:7]=1.Cl.[NH2:13][OH:14].CCO. (6) Given the product [F:1][C:2]1[C:3]([N+:9]([O-:11])=[O:10])=[C:4]([NH2:12])[CH:5]=[CH:6][CH:7]=1, predict the reactants needed to synthesize it. The reactants are: [F:1][C:2]1[CH:7]=[CH:6][CH:5]=[C:4](F)[C:3]=1[N+:9]([O-:11])=[O:10].[NH3:12]. (7) Given the product [CH3:16][O:17][C:18]1[N:19]=[N:20][C:21]([C:24]2[CH:29]=[CH:28][N:27]=[CH:26][CH:25]=2)=[CH:22][C:23]=1[CH:30]([OH:32])[CH3:31], predict the reactants needed to synthesize it. The reactants are: CC1(C)CCCC(C)(C)N1.C([Li])CCC.[CH3:16][O:17][C:18]1[N:19]=[N:20][C:21]([C:24]2[CH:29]=[CH:28][N:27]=[CH:26][CH:25]=2)=[CH:22][CH:23]=1.[CH:30](=[O:32])[CH3:31]. (8) Given the product [CH2:1]([O:8][C:9]1[CH:10]=[C:11]([C:14]([I:25])=[CH:15][C:16]=1[O:17][CH2:18][C:19]1[CH:24]=[CH:23][CH:22]=[CH:21][CH:20]=1)[CH2:12][OH:13])[C:2]1[CH:3]=[CH:4][CH:5]=[CH:6][CH:7]=1, predict the reactants needed to synthesize it. The reactants are: [CH2:1]([O:8][C:9]1[CH:10]=[C:11]([CH:14]=[CH:15][C:16]=1[O:17][CH2:18][C:19]1[CH:24]=[CH:23][CH:22]=[CH:21][CH:20]=1)[CH2:12][OH:13])[C:2]1[CH:7]=[CH:6][CH:5]=[CH:4][CH:3]=1.[I:25]I. (9) Given the product [F:8][C:5]1[CH:6]=[CH:7][C:2]([CH:10]=[O:9])=[N:3][CH:4]=1, predict the reactants needed to synthesize it. The reactants are: Br[C:2]1[CH:7]=[CH:6][C:5]([F:8])=[CH:4][N:3]=1.[O:9]1CCC[CH2:10]1.